Task: Predict the reaction yield, written as a fraction of the theoretical maximum amount of product (1.0 means a 100% yield; for example, 0.34 means a 34% yield).. Dataset: Reaction yield outcomes from USPTO patents with 853,638 reactions (1) The catalyst is C(Cl)Cl. The product is [CH2:1]([O:5][C:6]1[CH:7]=[C:8]([CH:26]=[CH:27][CH:28]=1)[CH2:9][N:10]1[CH2:14][CH2:13][CH:12]([C:15]2[O:25][C:19]([CH2:20][O:21][C:22](=[O:24])[CH3:23])=[N:18][N:17]=2)[CH2:11]1)[CH:2]([CH3:4])[CH3:3]. The reactants are [CH2:1]([O:5][C:6]1[CH:7]=[C:8]([CH:26]=[CH:27][CH:28]=1)[CH2:9][N:10]1[CH2:14][CH2:13][CH:12]([C:15]([NH:17][NH:18][C:19](=[O:25])[CH2:20][O:21][C:22](=[O:24])[CH3:23])=O)[CH2:11]1)[CH:2]([CH3:4])[CH3:3].C(N(CC)CC)C.[Cl-].ClC1N(C)CC[NH+]1C. The yield is 0.630. (2) The reactants are C(OC(=O)[N:7]([CH2:12][C:13]1[N:17]([CH3:18])[C:16]([C:19]2[S:27][C:26]3[C:21](=[N:22][CH:23]=[CH:24][C:25]=3[O:28][C:29]3[CH:34]=[CH:33][C:32]([NH:35][C:36](=[O:48])[CH2:37][C:38]([NH:40][C:41]4[CH:46]=[CH:45][CH:44]=[CH:43][C:42]=4[F:47])=[O:39])=[CH:31][C:30]=3[F:49])[CH:20]=2)=[N:15][CH:14]=1)[CH2:8][CH2:9][O:10][CH3:11])(C)(C)C.C(O)(C(F)(F)F)=O. The catalyst is C(Cl)Cl. The product is [F:49][C:30]1[CH:31]=[C:32]([NH:35][C:36](=[O:48])[CH2:37][C:38]([NH:40][C:41]2[CH:46]=[CH:45][CH:44]=[CH:43][C:42]=2[F:47])=[O:39])[CH:33]=[CH:34][C:29]=1[O:28][C:25]1[CH:24]=[CH:23][N:22]=[C:21]2[CH:20]=[C:19]([C:16]3[N:17]([CH3:18])[C:13]([CH2:12][NH:7][CH2:8][CH2:9][O:10][CH3:11])=[CH:14][N:15]=3)[S:27][C:26]=12. The yield is 0.405. (3) The reactants are [N:1]1[C:10]2[C:5](=[CH:6][CH:7]=[CH:8][CH:9]=2)[CH:4]=[CH:3][C:2]=1[CH2:11][CH2:12][C:13]([O:15]C)=O.Cl.[NH2:18][OH:19].[OH-].[Na+].OP([O-])(O)=O.[K+]. The catalyst is CO.O. The product is [OH:19][NH:18][C:13](=[O:15])[CH2:12][CH2:11][C:2]1[CH:3]=[CH:4][C:5]2[C:10](=[CH:9][CH:8]=[CH:7][CH:6]=2)[N:1]=1. The yield is 0.481.